This data is from Reaction yield outcomes from USPTO patents with 853,638 reactions. The task is: Predict the reaction yield, written as a fraction of the theoretical maximum amount of product (1.0 means a 100% yield; for example, 0.34 means a 34% yield). (1) The reactants are [Cl:1][C:2]1[S:6][C:5]([C:7]([OH:9])=O)=[CH:4][C:3]=1[C:10]1[N:14]([CH3:15])[N:13]=[CH:12][C:11]=1[Cl:16].[NH2:17][C@@H:18]([CH2:31][C:32]1[CH:37]=[CH:36][C:35]([F:38])=[CH:34][CH:33]=1)[CH2:19][N:20]1[C:28](=[O:29])[C:27]2[C:22](=[CH:23][CH:24]=[CH:25][CH:26]=2)[C:21]1=[O:30].CC(OC(N[C@H](C(O)=O)CC1C=CC=CC=1C(F)(F)F)=O)(C)C.C1CN([P+](Br)(N2CCCC2)N2CCCC2)CC1.F[P-](F)(F)(F)(F)F.CCN(C(C)C)C(C)C. The catalyst is C(Cl)(Cl)Cl. The product is [Cl:1][C:2]1[S:6][C:5]([C:7]([NH:17][C@@H:18]([CH2:31][C:32]2[CH:33]=[CH:34][C:35]([F:38])=[CH:36][CH:37]=2)[CH2:19][N:20]2[C:28](=[O:29])[C:27]3[C:22](=[CH:23][CH:24]=[CH:25][CH:26]=3)[C:21]2=[O:30])=[O:9])=[CH:4][C:3]=1[C:10]1[N:14]([CH3:15])[N:13]=[CH:12][C:11]=1[Cl:16]. The yield is 0.170. (2) The reactants are [C:1]([C:3]1[CH:8]=[CH:7][C:6](B(O)O)=[CH:5][N:4]=1)#[N:2].I[C:13]1[C:21]2[C:16](=[N:17][CH:18]=[N:19][C:20]=2[NH2:22])[N:15]([CH:23]([CH3:25])[CH3:24])[N:14]=1.C([O-])([O-])=O.[Na+].[Na+]. The catalyst is CCO.COCCOC.C1C=CC([P]([Pd]([P](C2C=CC=CC=2)(C2C=CC=CC=2)C2C=CC=CC=2)([P](C2C=CC=CC=2)(C2C=CC=CC=2)C2C=CC=CC=2)[P](C2C=CC=CC=2)(C2C=CC=CC=2)C2C=CC=CC=2)(C2C=CC=CC=2)C2C=CC=CC=2)=CC=1. The product is [NH2:22][C:20]1[N:19]=[CH:18][N:17]=[C:16]2[N:15]([CH:23]([CH3:25])[CH3:24])[N:14]=[C:13]([C:6]3[CH:7]=[CH:8][C:3]([C:1]#[N:2])=[N:4][CH:5]=3)[C:21]=12. The yield is 0.140. (3) The reactants are [Cl:1][C:2]1[CH:3]=[C:4]([S:19](Cl)(=[O:21])=[O:20])[C:5]([C:8]2[C:9]([S:15](Cl)(=[O:17])=[O:16])=[CH:10][C:11]([Cl:14])=[CH:12][CH:13]=2)=[CH:6][CH:7]=1.[CH:23]1[CH:28]=[CH:27][CH:26]=[CH:25][CH:24]=1.[Cl-].[Al+3].[Cl-].[Cl-].Cl. The catalyst is [N+](C)([O-])=O. The product is [C:23]1([S:19]([C:4]2[CH:3]=[C:2]([Cl:1])[CH:7]=[CH:6][C:5]=2[C:8]2[CH:13]=[CH:12][C:11]([Cl:14])=[CH:10][C:9]=2[S:15]([C:2]2[CH:3]=[CH:4][CH:5]=[CH:6][CH:7]=2)(=[O:17])=[O:16])(=[O:21])=[O:20])[CH:28]=[CH:27][CH:26]=[CH:25][CH:24]=1. The yield is 0.770. (4) The reactants are [NH2:1][C:2]1[CH:10]=[C:9]([O:11][CH2:12][C:13]2[CH:18]=[CH:17][CH:16]=[CH:15][CH:14]=2)[C:8]([O:19][CH3:20])=[CH:7][C:3]=1[C:4]([NH2:6])=[O:5].[CH3:21]N(C=NC=[N+](C)C)C.[Cl-].C([O-])(=O)C.[Na+].C(O)(=O)C. The catalyst is O1CCOCC1. The product is [CH2:12]([O:11][C:9]1[CH:10]=[C:2]2[C:3]([C:4](=[O:5])[NH:6][CH:21]=[N:1]2)=[CH:7][C:8]=1[O:19][CH3:20])[C:13]1[CH:14]=[CH:15][CH:16]=[CH:17][CH:18]=1. The yield is 0.840. (5) The yield is 0.860. The product is [Br:8][C:9]1[CH:14]=[C:13]([F:15])[C:12]([N+:16]([O-:18])=[O:17])=[C:11]([N:3]2[CH:7]=[CH:6][CH:5]=[N:4]2)[CH:10]=1. The catalyst is C1COCC1. The reactants are [H-].[Na+].[NH:3]1[CH:7]=[CH:6][CH:5]=[N:4]1.[Br:8][C:9]1[CH:10]=[C:11](F)[C:12]([N+:16]([O-:18])=[O:17])=[C:13]([F:15])[CH:14]=1.